From a dataset of Reaction yield outcomes from USPTO patents with 853,638 reactions. Predict the reaction yield, written as a fraction of the theoretical maximum amount of product (1.0 means a 100% yield; for example, 0.34 means a 34% yield). (1) The reactants are C[O:2][C:3]1[C:8]([C:9]2[CH:14]=[C:13]([CH3:15])[C:12]([O:16][C:17]3[CH:22]=[CH:21][N:20]=[C:19]([C:23]4[CH:24]=[N:25][N:26]([CH3:28])[CH:27]=4)[CH:18]=3)=[CH:11][N:10]=2)=[CH:7][N:6]=[C:5]([N:29]2[CH2:33][CH2:32][CH2:31][CH2:30]2)[N:4]=1.Br. The catalyst is C(O)(=O)C. The product is [CH3:15][C:13]1[C:12]([O:16][C:17]2[CH:22]=[CH:21][N:20]=[C:19]([C:23]3[CH:24]=[N:25][N:26]([CH3:28])[CH:27]=3)[CH:18]=2)=[CH:11][N:10]=[C:9]([C:8]2[C:3](=[O:2])[NH:4][C:5]([N:29]3[CH2:33][CH2:32][CH2:31][CH2:30]3)=[N:6][CH:7]=2)[CH:14]=1. The yield is 0.580. (2) The reactants are C(O)(C(F)(F)F)=O.O[CH2:9][C:10]1[CH:15]=[CH:14][C:13]([O:16][C:17](=[O:26])[N:18]([CH3:25])[C:19]2[CH:24]=[CH:23][CH:22]=[CH:21][CH:20]=2)=[CH:12][CH:11]=1.[NH:27]1[CH:31]=[N:30][CH:29]=[N:28]1. No catalyst specified. The product is [N:27]1([CH2:9][C:10]2[CH:15]=[CH:14][C:13]([O:16][C:17](=[O:26])[N:18]([CH3:25])[C:19]3[CH:24]=[CH:23][CH:22]=[CH:21][CH:20]=3)=[CH:12][CH:11]=2)[CH:31]=[N:30][CH:29]=[N:28]1. The yield is 0.270. (3) The reactants are C(OC([N:8]1[CH2:13][CH2:12][CH:11]([C:14]2[C:18]3[CH:19]=[CH:20][CH:21]=[C:22]([O:23][CH3:24])[C:17]=3[O:16][N:15]=2)[CH2:10][CH2:9]1)=O)(C)(C)C.[ClH:25].CO. The catalyst is CCOCC. The product is [ClH:25].[CH3:24][O:23][C:22]1[C:17]2[O:16][N:15]=[C:14]([CH:11]3[CH2:12][CH2:13][NH:8][CH2:9][CH2:10]3)[C:18]=2[CH:19]=[CH:20][CH:21]=1. The yield is 0.980. (4) The reactants are [CH2:1]1[C:10]2[C:5](=[CH:6][CH:7]=[CH:8][CH:9]=2)[CH2:4][CH2:3][NH:2]1.C([O-])([O-])=O.[K+].[K+].Br[CH2:18][CH:19]1[CH2:21][O:20]1. The catalyst is CC#N. The product is [O:20]1[CH2:21][CH:19]1[CH2:18][N:2]1[CH2:3][CH2:4][C:5]2[C:10](=[CH:9][CH:8]=[CH:7][CH:6]=2)[CH2:1]1. The yield is 0.780. (5) The reactants are [Br-].[C:2]([O:6][C:7](=[O:34])[CH2:8][CH2:9][CH2:10][CH2:11][CH2:12][CH2:13][CH2:14][P+](C1C=CC=CC=1)(C1C=CC=CC=1)C1C=CC=CC=1)([CH3:5])([CH3:4])[CH3:3].C[Si](C)(C)N[Si](C)(C)C.[K].[C:45]([O:49][C:50]([N:52]([C:61]([O:63][C:64]([CH3:67])([CH3:66])[CH3:65])=[O:62])[C@@H:53]([CH2:58][CH:59]=O)[C:54]([O:56][CH3:57])=[O:55])=[O:51])([CH3:48])([CH3:47])[CH3:46]. The catalyst is C1(C)C=CC=CC=1. The product is [C:45]([O:49][C:50]([N:52]([C:61]([O:63][C:64]([CH3:65])([CH3:67])[CH3:66])=[O:62])[C@@H:53]([CH2:58]/[CH:59]=[CH:14]/[CH2:13][CH2:12][CH2:11][CH2:10][CH2:9][CH2:8][C:7]([O:6][C:2]([CH3:3])([CH3:4])[CH3:5])=[O:34])[C:54]([O:56][CH3:57])=[O:55])=[O:51])([CH3:48])([CH3:46])[CH3:47]. The yield is 0.620. (6) The reactants are [OH:1][C:2]1[CH:3]=[C:4]([CH:9]=[C:10]([OH:12])[CH:11]=1)[C:5]([O:7][CH3:8])=[O:6].C(=O)([O-])[O-].[K+].[K+].[CH2:19](Br)[C:20]1[CH:25]=[CH:24][CH:23]=[CH:22][CH:21]=1. The catalyst is CN(C=O)C. The product is [OH:1][C:2]1[CH:3]=[C:4]([CH:9]=[C:10]([O:12][CH2:19][C:20]2[CH:25]=[CH:24][CH:23]=[CH:22][CH:21]=2)[CH:11]=1)[C:5]([O:7][CH3:8])=[O:6]. The yield is 0.210. (7) The reactants are Cl.[C:2](Cl)(=[O:9])[C:3]1[CH:8]=[CH:7][N:6]=[CH:5][CH:4]=1.C(N(CC)CC)C.ClCCl.[N:21]1([C:27]2[CH:33]=[CH:32][C:31]([C:34]([F:37])([F:36])[F:35])=[CH:30][C:28]=2[NH2:29])[CH2:26][CH2:25][CH2:24][CH2:23][CH2:22]1. The catalyst is O. The product is [N:21]1([C:27]2[CH:33]=[CH:32][C:31]([C:34]([F:36])([F:37])[F:35])=[CH:30][C:28]=2[NH:29][C:2](=[O:9])[C:3]2[CH:8]=[CH:7][N:6]=[CH:5][CH:4]=2)[CH2:22][CH2:23][CH2:24][CH2:25][CH2:26]1. The yield is 0.863.